Dataset: Full USPTO retrosynthesis dataset with 1.9M reactions from patents (1976-2016). Task: Predict the reactants needed to synthesize the given product. (1) Given the product [S:2]1(=[O:1])(=[O:18])[N:6]2[CH2:7][CH2:8][NH:9][CH2:10][C@@H:5]2[CH2:4][CH2:3]1, predict the reactants needed to synthesize it. The reactants are: [O:1]=[S:2]1(=[O:18])[N:6]2[CH2:7][CH2:8][N:9](C(OC(C)(C)C)=O)[CH2:10][C@@H:5]2[CH2:4][CH2:3]1.C(O)(C(F)(F)F)=O. (2) Given the product [NH2:1][C:2]1[N:7]=[C:6]([NH:8][C@@H:9]([CH2:13][CH2:14][CH2:15][CH3:16])[CH2:10][CH2:11][OH:12])[C:5]([CH2:17][CH2:18][CH2:19][NH:20][CH2:32][C:29]2[CH:28]=[CH:27][C:26]([CH2:25][C:24]([O:23][CH3:22])=[O:34])=[CH:31][CH:30]=2)=[C:4]([CH3:21])[N:3]=1, predict the reactants needed to synthesize it. The reactants are: [NH2:1][C:2]1[N:7]=[C:6]([NH:8][C@@H:9]([CH2:13][CH2:14][CH2:15][CH3:16])[CH2:10][CH2:11][OH:12])[C:5]([CH2:17][CH2:18][CH2:19][NH2:20])=[C:4]([CH3:21])[N:3]=1.[CH3:22][O:23][C:24](=[O:34])[CH2:25][C:26]1[CH:31]=[CH:30][C:29]([CH:32]=O)=[CH:28][CH:27]=1.C(O)(=O)C.C(O[BH-](OC(=O)C)OC(=O)C)(=O)C.[Na+]. (3) Given the product [NH2:18][C:11]1[C:12]2[N:13]([CH:15]=[CH:16][N:17]=2)[N:14]=[C:9]([NH:8][C@H:5]2[CH2:6][CH2:7][C@H:2]([NH:1][C:41](=[O:42])[O:40][C:37]([CH3:39])([CH3:38])[CH3:36])[CH2:3][CH2:4]2)[CH:10]=1, predict the reactants needed to synthesize it. The reactants are: [NH2:1][C@H:2]1[CH2:7][CH2:6][C@H:5]([NH:8][C:9]2[CH:10]=[C:11]([NH2:18])[C:12]3[N:13]([CH:15]=[CH:16][N:17]=3)[N:14]=2)[CH2:4][CH2:3]1.CCOC1C=CC(N)=CC=1.C(N(CC)CC)C.[CH3:36][C:37]([O:40][C:41](O[C:41]([O:40][C:37]([CH3:39])([CH3:38])[CH3:36])=[O:42])=[O:42])([CH3:39])[CH3:38]. (4) Given the product [CH2:1]([N:8]1[C:14](=[O:15])[CH2:13][C:12](=[S:22])[NH:11][C:10]2[CH:17]=[CH:18][CH:19]=[CH:20][C:9]1=2)[C:2]1[CH:7]=[CH:6][CH:5]=[CH:4][CH:3]=1, predict the reactants needed to synthesize it. The reactants are: [CH2:1]([N:8]1[C:14](=[O:15])[CH2:13][C:12](=O)[NH:11][C:10]2[CH:17]=[CH:18][CH:19]=[CH:20][C:9]1=2)[C:2]1[CH:7]=[CH:6][CH:5]=[CH:4][CH:3]=1.P12(SP3(SP(SP(S3)(S1)=S)(=S)S2)=S)=[S:22].